Dataset: Catalyst prediction with 721,799 reactions and 888 catalyst types from USPTO. Task: Predict which catalyst facilitates the given reaction. (1) Reactant: [Cl:1][C:2]1[CH:3]=[C:4]2[C:9](=[CH:10][CH:11]=1)[CH:8]=[C:7]([S:12]([NH:15][C@H:16]1[CH2:20][CH2:19][N:18]([C@@H:21]([CH3:29])[C:22]([O:24][C:25]([CH3:28])([CH3:27])[CH3:26])=[O:23])[C:17]1=[O:30])(=[O:14])=[O:13])[CH:6]=[CH:5]2.C(=O)([O-])[O-].[K+].[K+].Br[CH2:38][C:39]([NH2:41])=[O:40]. Product: [NH2:41][C:39](=[O:40])[CH2:38][N:15]([S:12]([C:7]1[CH:6]=[CH:5][C:4]2[C:9](=[CH:10][CH:11]=[C:2]([Cl:1])[CH:3]=2)[CH:8]=1)(=[O:13])=[O:14])[C@H:16]1[CH2:20][CH2:19][N:18]([C@@H:21]([CH3:29])[C:22]([O:24][C:25]([CH3:26])([CH3:28])[CH3:27])=[O:23])[C:17]1=[O:30]. The catalyst class is: 3. (2) Reactant: [Br:1][C:2]1[CH:7]=[CH:6][C:5]([C:8]2[C:28](=[O:29])[N:27]([CH3:30])[C:11]3[N:12]([CH3:26])[C:13]4[C:18]([C:10]=3[CH:9]=2)=[CH:17][C:16]([C:19]2[S:20][CH:21]=[C:22]([CH2:24]Cl)[N:23]=2)=[CH:15][CH:14]=4)=[CH:4][CH:3]=1.[N-:31]=[N+:32]=[N-:33].[Na+].O. Product: [N:31]([CH2:24][C:22]1[N:23]=[C:19]([C:16]2[CH:17]=[C:18]3[C:13](=[CH:14][CH:15]=2)[N:12]([CH3:26])[C:11]2[N:27]([CH3:30])[C:28](=[O:29])[C:8]([C:5]4[CH:6]=[CH:7][C:2]([Br:1])=[CH:3][CH:4]=4)=[CH:9][C:10]3=2)[S:20][CH:21]=1)=[N+:32]=[N-:33]. The catalyst class is: 16. (3) The catalyst class is: 22. Product: [Cl:21][C:22]1[CH:30]=[CH:29][C:25]([C:26]([NH:2][CH:3]([C:4]([O:6][CH2:7][CH3:8])=[O:5])[C:9]([O:11][CH2:12][CH3:13])=[O:10])=[O:27])=[CH:24][CH:23]=1. Reactant: Cl.[NH2:2][CH:3]([C:9]([O:11][CH2:12][CH3:13])=[O:10])[C:4]([O:6][CH2:7][CH3:8])=[O:5].C(N(CC)CC)C.[Cl:21][C:22]1[CH:30]=[CH:29][C:25]([C:26](Cl)=[O:27])=[CH:24][CH:23]=1. (4) Reactant: [C:1]([O:5][C:6]([N:8]1[CH2:13][CH2:12][CH2:11][CH:10]([CH2:14][NH2:15])[CH2:9]1)=[O:7])([CH3:4])([CH3:3])[CH3:2].[Cl:16][CH2:17][C:18](Cl)=[O:19].C(N(C(C)C)CC)(C)C. Product: [C:1]([O:5][C:6]([N:8]1[CH2:13][CH2:12][CH2:11][CH:10]([CH2:14][NH:15][C:18](=[O:19])[CH2:17][Cl:16])[CH2:9]1)=[O:7])([CH3:4])([CH3:3])[CH3:2]. The catalyst class is: 124.